Dataset: Reaction yield outcomes from USPTO patents with 853,638 reactions. Task: Predict the reaction yield, written as a fraction of the theoretical maximum amount of product (1.0 means a 100% yield; for example, 0.34 means a 34% yield). (1) The reactants are [C:1]([C:3]1[S:4][C:5]2[C:11]([C:12]#[N:13])=[C:10](/[N:14]=[CH:15]/[N:16](C)C)[CH:9]=[CH:8][C:6]=2[N:7]=1)#[N:2].[Br:19][C:20]1[C:26]2[O:27][CH2:28][O:29][C:25]=2[CH:24]=[CH:23][C:21]=1N.[K+].[Br-]. The catalyst is C(Cl)Cl.CCOC(C)=O. The product is [Br:19][C:20]1[C:26]2[O:27][CH2:28][O:29][C:25]=2[CH:24]=[CH:23][C:21]=1[NH:13][C:12]1[C:11]2[C:10](=[CH:9][CH:8]=[C:6]3[N:7]=[C:3]([C:1]#[N:2])[S:4][C:5]3=2)[N:14]=[CH:15][N:16]=1. The yield is 0.210. (2) The reactants are [C:1]([O:5][C:6]([C:8]([NH2:12])([OH:11])[CH2:9][CH3:10])=[O:7])([CH3:4])([CH3:3])[CH3:2].[CH3:13][C:14]1[CH:15]=[CH:16][CH:17]=[C:18]([NH:21][C:22]2[CH:23]=[CH:24][CH:25]=[CH:26][C:27]=2[C:28]([OH:30])=[O:29])[C:19]=1[CH3:20].CCN=C=NCCCN(C)C.Cl.C(OCC)(=O)C. The catalyst is CN(C1C=CN=CC=1)C.ClCCl. The product is [C:6]([C:8]([NH2:12])([OH:11])[CH2:9][CH3:10])([O:5][C:1]([CH3:2])([CH3:4])[CH3:3])=[O:7].[CH3:13][C:14]1[CH:15]=[CH:16][CH:17]=[C:18]([NH:21][C:22]2[CH:23]=[CH:24][CH:25]=[CH:26][C:27]=2[C:28]([OH:30])=[O:29])[C:19]=1[CH3:20]. The yield is 0.780. (3) The reactants are [F:1][C:2]1[CH:7]=[C:6]([B:8]2[O:12][C:11]([CH3:14])([CH3:13])[C:10]([CH3:16])([CH3:15])[O:9]2)[CH:5]=[CH:4][C:3]=1[CH:17]([CH:27]([CH3:29])[CH3:28])[CH2:18][NH:19][C:20](=[O:26])[O:21][C:22]([CH3:25])([CH3:24])[CH3:23].CI.[CH3:32][Si]([N-][Si](C)(C)C)(C)C.[Na+]. No catalyst specified. The yield is 0.940. The product is [F:1][C:2]1[CH:7]=[C:6]([B:8]2[O:12][C:11]([CH3:14])([CH3:13])[C:10]([CH3:15])([CH3:16])[O:9]2)[CH:5]=[CH:4][C:3]=1[CH:17]([CH:27]([CH3:29])[CH3:28])[CH2:18][N:19]([CH3:32])[C:20](=[O:26])[O:21][C:22]([CH3:25])([CH3:24])[CH3:23]. (4) The reactants are I[CH2:2][C@@H:3]([CH3:17])[CH2:4][N:5]1[C:10]2[CH:11]=[C:12]([CH3:15])[CH:13]=[CH:14][C:9]=2[O:8][CH2:7][C:6]1=[O:16].[CH2:18]([CH:23]1[CH2:29][CH:28]2[NH:30][CH:25]([CH2:26][CH2:27]2)[CH2:24]1)[CH2:19][CH2:20][CH2:21][CH3:22]. The catalyst is CCN(CC)CC. The product is [CH2:18]([CH:23]1[CH2:24][CH:25]2[N:30]([CH2:2][C@@H:3]([CH3:17])[CH2:4][N:5]3[C:10]4[CH:11]=[C:12]([CH3:15])[CH:13]=[CH:14][C:9]=4[O:8][CH2:7][C:6]3=[O:16])[CH:28]([CH2:27][CH2:26]2)[CH2:29]1)[CH2:19][CH2:20][CH2:21][CH3:22]. The yield is 0.680. (5) The reactants are [Cl:1][C:2]1[CH:21]=[C:20]([Cl:22])[CH:19]=[CH:18][C:3]=1[CH2:4][N:5]1[C:9](/[CH:10]=[CH:11]/[C:12]([O:14][CH2:15][CH3:16])=[O:13])=[CH:8][C:7]([OH:17])=[N:6]1.[CH3:23][O:24][CH2:25][CH2:26]O.C(P(CCCC)CCCC)CCC.N(C(N1CCCCC1)=O)=NC(N1CCCCC1)=O. The catalyst is O1CCCC1. The product is [Cl:1][C:2]1[CH:21]=[C:20]([Cl:22])[CH:19]=[CH:18][C:3]=1[CH2:4][N:5]1[C:9](/[CH:10]=[CH:11]/[C:12]([O:14][CH2:15][CH3:16])=[O:13])=[CH:8][C:7]([O:17][CH2:26][CH2:25][O:24][CH3:23])=[N:6]1. The yield is 0.610. (6) The reactants are [N:1]([O-])=O.[Na+].[C:5]([C:7]1[CH:15]=[C:14]2[C:10](C=C[NH:13]2)=[CH:9][CH:8]=1)#[N:6].Cl.CCO[C:20]([CH3:22])=[O:21]. The catalyst is O. The product is [CH:20]([C:22]1[C:10]2[C:14](=[CH:15][C:7]([C:5]#[N:6])=[CH:8][CH:9]=2)[NH:13][N:1]=1)=[O:21]. The yield is 1.00. (7) The reactants are [CH3:1][O:2][CH2:3][CH2:4]O.C1(P(C2C=CC=CC=2)C2C=CC=CC=2)C=CC=CC=1.N(C(OC(C)C)=O)=NC(OC(C)C)=O.[Cl:39][C:40]1[CH:41]=[CH:42][C:43]([CH3:62])=[C:44]([CH:61]=1)[CH2:45][NH:46][C:47]([C:49]1[O:53][N:52]=[C:51]([NH:54][C:55](=[O:60])[C:56]([F:59])([F:58])[F:57])[CH:50]=1)=[O:48]. The catalyst is C1COCC1. The product is [Cl:39][C:40]1[CH:41]=[CH:42][C:43]([CH3:62])=[C:44]([CH:61]=1)[CH2:45][NH:46][C:47]([C:49]1[O:53][N:52]=[C:51]([N:54]([CH2:4][CH2:3][O:2][CH3:1])[C:55](=[O:60])[C:56]([F:58])([F:59])[F:57])[CH:50]=1)=[O:48]. The yield is 0.890. (8) The reactants are [N:1]([CH2:4][CH2:5][O:6][CH2:7][CH2:8][O:9][CH2:10][CH2:11][O:12][C:13]1[CH:14]=[C:15]([CH:19]=[C:20]([O:34][CH2:35][CH2:36][O:37][CH2:38][CH2:39][O:40][CH2:41][CH2:42][N:43]=[N+:44]=[N-:45])[C:21]=1[O:22][CH2:23][CH2:24][O:25][CH2:26][CH2:27][O:28][CH2:29][CH2:30][N:31]=[N+:32]=[N-:33])[C:16]([O-:18])=[O:17])=[N+:2]=[N-:3].O.Cl. The catalyst is C1COCC1. The product is [N:43]([CH2:42][CH2:41][O:40][CH2:39][CH2:38][O:37][CH2:36][CH2:35][O:34][C:20]1[CH:19]=[C:15]([CH:14]=[C:13]([O:12][CH2:11][CH2:10][O:9][CH2:8][CH2:7][O:6][CH2:5][CH2:4][N:1]=[N+:2]=[N-:3])[C:21]=1[O:22][CH2:23][CH2:24][O:25][CH2:26][CH2:27][O:28][CH2:29][CH2:30][N:31]=[N+:32]=[N-:33])[C:16]([OH:18])=[O:17])=[N+:44]=[N-:45]. The yield is 0.980. (9) The reactants are C(OC([NH:8][C@H:9]([CH2:26][C:27]1[CH:32]=[CH:31][C:30]([C:33]2[CH:38]=[C:37]([Cl:39])[CH:36]=[CH:35][C:34]=2[F:40])=[CH:29][CH:28]=1)[CH2:10][C:11]([O:13][CH:14]([O:16][C:17]([O:19][CH:20]1[CH2:25][CH2:24][CH2:23][CH2:22][CH2:21]1)=[O:18])[CH3:15])=[O:12])=O)(C)(C)C.Cl. The catalyst is O1CCOCC1. The product is [NH2:8][C@H:9]([CH2:26][C:27]1[CH:28]=[CH:29][C:30]([C:33]2[CH:38]=[C:37]([Cl:39])[CH:36]=[CH:35][C:34]=2[F:40])=[CH:31][CH:32]=1)[CH2:10][C:11]([O:13][CH:14]([O:16][C:17]([O:19][CH:20]1[CH2:25][CH2:24][CH2:23][CH2:22][CH2:21]1)=[O:18])[CH3:15])=[O:12]. The yield is 1.04.